From a dataset of Forward reaction prediction with 1.9M reactions from USPTO patents (1976-2016). Predict the product of the given reaction. Given the reactants [Cl:1][C:2]1[CH:7]=[CH:6][C:5]([S:8]([C:18]2[CH:23]=[CH:22][C:21]([Cl:24])=[CH:20][CH:19]=2)([CH3:17])[CH2:9][CH:10]([OH:16])[CH2:11][C:12]([F:15])([F:14])[F:13])=[CH:4][CH:3]=1.[Cr](O[Cr]([O-])(=O)=O)([O-])(=O)=O.[NH+]1C=CC=CC=1.[NH+]1C=CC=CC=1, predict the reaction product. The product is: [Cl:1][C:2]1[CH:3]=[CH:4][C:5]([S:8]([C:18]2[CH:19]=[CH:20][C:21]([Cl:24])=[CH:22][CH:23]=2)([CH3:17])[CH2:9][C:10](=[O:16])[CH2:11][C:12]([F:15])([F:13])[F:14])=[CH:6][CH:7]=1.